This data is from Forward reaction prediction with 1.9M reactions from USPTO patents (1976-2016). The task is: Predict the product of the given reaction. (1) Given the reactants [N:1]1[C:5]2[CH:6]=[CH:7][CH:8]=[CH:9][C:4]=2[NH:3][CH:2]=1.[H-].[Na+].Br[CH2:13][C:14]1[CH:23]=[CH:22][C:17]([C:18]([O:20][CH3:21])=[O:19])=[CH:16][CH:15]=1, predict the reaction product. The product is: [N:1]1([CH2:13][C:14]2[CH:23]=[CH:22][C:17]([C:18]([O:20][CH3:21])=[O:19])=[CH:16][CH:15]=2)[C:5]2[CH:6]=[CH:7][CH:8]=[CH:9][C:4]=2[N:3]=[CH:2]1. (2) Given the reactants [Cl:1][C:2]1[CH:3]=[CH:4][C:5]([F:19])=[C:6]([C:8]2[N:17]=[C:16](I)[C:15]3[CH2:14][CH2:13][CH2:12][CH2:11][C:10]=3[N:9]=2)[CH:7]=1.C1C=CC(P(C2C(C3C(P(C4C=CC=CC=4)C4C=CC=CC=4)=CC=C4C=3C=CC=C4)=C3C(C=CC=C3)=CC=2)C2C=CC=CC=2)=CC=1.[NH2:66][C:67]1[CH:72]=[CH:71][N:70]=[CH:69][C:68]=1[CH3:73].C([O-])([O-])=O.[Cs+].[Cs+], predict the reaction product. The product is: [Cl:1][C:2]1[CH:3]=[CH:4][C:5]([F:19])=[C:6]([C:8]2[N:17]=[C:16]([NH:66][C:67]3[CH:72]=[CH:71][N:70]=[CH:69][C:68]=3[CH3:73])[C:15]3[CH2:14][CH2:13][CH2:12][CH2:11][C:10]=3[N:9]=2)[CH:7]=1. (3) Given the reactants C([NH:5][S:6]([C:9]1[CH:14]=[CH:13][CH:12]=[C:11]([C:15]2[CH:20]=[CH:19][CH:18]=[C:17]([C:21]3[N:26]=[C:25]([C:27]4[CH:32]=[CH:31][C:30]([C:33]#[N:34])=[CH:29][CH:28]=4)[CH:24]=[C:23]([CH3:35])[N:22]=3)[N:16]=2)[CH:10]=1)(=[O:8])=[O:7])(C)(C)C.C(O)(C(F)(F)F)=O, predict the reaction product. The product is: [C:33]([C:30]1[CH:29]=[CH:28][C:27]([C:25]2[CH:24]=[C:23]([CH3:35])[N:22]=[C:21]([C:17]3[N:16]=[C:15]([C:11]4[CH:10]=[C:9]([S:6]([NH2:5])(=[O:7])=[O:8])[CH:14]=[CH:13][CH:12]=4)[CH:20]=[CH:19][CH:18]=3)[N:26]=2)=[CH:32][CH:31]=1)#[N:34]. (4) Given the reactants [F:1][C:2]1[CH:7]=[CH:6][C:5]([N:8]2[C:12]([CH3:13])=[C:11]([CH3:14])[N:10]=[CH:9]2)=[CH:4][C:3]=1[N+:15]([O-])=O, predict the reaction product. The product is: [CH3:14][C:11]1[N:10]=[CH:9][N:8]([C:5]2[CH:6]=[CH:7][C:2]([F:1])=[C:3]([CH:4]=2)[NH2:15])[C:12]=1[CH3:13]. (5) Given the reactants Cl[C:2]1[C:11]2[C:6](=[CH:7][C:8]([O:13][CH3:14])=[C:9]([F:12])[CH:10]=2)[C:5]([O:15][CH3:16])=[CH:4][N:3]=1.[F-:17].[Cs+], predict the reaction product. The product is: [F:17][C:2]1[C:11]2[C:6](=[CH:7][C:8]([O:13][CH3:14])=[C:9]([F:12])[CH:10]=2)[C:5]([O:15][CH3:16])=[CH:4][N:3]=1. (6) Given the reactants [Cl:1][C:2]1[CH:3]=[N:4][C:5]2[N:6]([N:8]=[C:9]([C:11]([OH:13])=O)[CH:10]=2)[CH:7]=1.[CH3:14][N:15]1[C:24]2[C:19](=[CH:20][C:21]([NH:25][C:26](=[O:28])[CH3:27])=[CH:22][CH:23]=2)[CH2:18][CH2:17][NH:16]1, predict the reaction product. The product is: [Cl:1][C:2]1[CH:3]=[N:4][C:5]2[N:6]([N:8]=[C:9]([C:11]([N:16]3[CH2:17][CH2:18][C:19]4[C:24](=[CH:23][CH:22]=[C:21]([NH:25][C:26](=[O:28])[CH3:27])[CH:20]=4)[N:15]3[CH3:14])=[O:13])[CH:10]=2)[CH:7]=1. (7) Given the reactants C(O)(=O)C.[F-].C([N+](CCCC)(CCCC)CCCC)CCC.[Si]([O:30][C@@H:31]([C@H:33]1[C:62](=[O:63])[N:35]2[C:36]([C:56]([O:58][CH2:59][CH:60]=[CH2:61])=[O:57])=[C:37]([C:40]3[S:44][C:43]4=[C:45]([C:48]([C:50]5[CH:51]=[N:52][CH:53]=[CH:54][CH:55]=5)=[O:49])[N:46]=[CH:47][N:42]4[CH:41]=3)[C@H:38]([CH3:39])[C@H:34]12)[CH3:32])(C(C)(C)C)(C)C, predict the reaction product. The product is: [OH:30][C@@H:31]([C@H:33]1[C:62](=[O:63])[N:35]2[C:36]([C:56]([O:58][CH2:59][CH:60]=[CH2:61])=[O:57])=[C:37]([C:40]3[S:44][C:43]4=[C:45]([C:48]([C:50]5[CH:51]=[N:52][CH:53]=[CH:54][CH:55]=5)=[O:49])[N:46]=[CH:47][N:42]4[CH:41]=3)[C@H:38]([CH3:39])[C@H:34]12)[CH3:32]. (8) Given the reactants Br[C:2]1[CH:3]=[C:4]2[C:9](=[CH:10][CH:11]=1)[CH:8]=[C:7]([O:12][CH2:13][C:14]1[C:15]([C:22]3[C:27]([Cl:28])=[CH:26][CH:25]=[CH:24][C:23]=3[Cl:29])=[N:16][O:17][C:18]=1[CH:19]([CH3:21])[CH3:20])[CH:6]=[CH:5]2.COCCOC.C(=O)([O-])[O-].[Na+].[Na+].CC1(C)C(C)(C)OB([C:50]2[CH:56]=[CH:55][C:53]([NH2:54])=[CH:52][CH:51]=2)O1, predict the reaction product. The product is: [Cl:28][C:27]1[CH:26]=[CH:25][CH:24]=[C:23]([Cl:29])[C:22]=1[C:15]1[C:14]([CH2:13][O:12][C:7]2[CH:8]=[C:9]3[C:4](=[CH:5][CH:6]=2)[CH:3]=[C:2]([C:50]2[CH:56]=[CH:55][C:53]([NH2:54])=[CH:52][CH:51]=2)[CH:11]=[CH:10]3)=[C:18]([CH:19]([CH3:21])[CH3:20])[O:17][N:16]=1. (9) Given the reactants [CH2:1]([N:8]1[CH2:13][CH2:12][N:11]([CH2:14][C:15]2([C:21]#[N:22])[CH2:20][CH2:19][CH2:18][CH2:17][CH2:16]2)[CH2:10][CH2:9]1)[C:2]1[CH:7]=[CH:6][CH:5]=[CH:4][CH:3]=1.[H-].[H-].[H-].[H-].[Li+].[Al+3], predict the reaction product. The product is: [CH2:1]([N:8]1[CH2:9][CH2:10][N:11]([CH2:14][C:15]2([CH2:21][NH2:22])[CH2:16][CH2:17][CH2:18][CH2:19][CH2:20]2)[CH2:12][CH2:13]1)[C:2]1[CH:3]=[CH:4][CH:5]=[CH:6][CH:7]=1. (10) Given the reactants C([O:8][C:9]1[CH:10]=[CH:11][C:12]([CH2:15][NH:16][CH2:17][C:18]2[C:23]([Cl:24])=[C:22]([CH3:25])[N:21]=[C:20]([CH3:26])[N:19]=2)=[N:13][CH:14]=1)C1C=CC=CC=1.Cl.C1CCC=CC=1, predict the reaction product. The product is: [Cl:24][C:23]1[C:18]([CH2:17][NH:16][CH2:15][C:12]2[N:13]=[CH:14][C:9]([OH:8])=[CH:10][CH:11]=2)=[N:19][C:20]([CH3:26])=[N:21][C:22]=1[CH3:25].